This data is from Acute oral toxicity (LD50) regression data from Zhu et al.. The task is: Regression/Classification. Given a drug SMILES string, predict its toxicity properties. Task type varies by dataset: regression for continuous values (e.g., LD50, hERG inhibition percentage) or binary classification for toxic/non-toxic outcomes (e.g., AMES mutagenicity, cardiotoxicity, hepatotoxicity). Dataset: ld50_zhu. (1) The drug is CC(C)OC(=O)Nc1cccc(Cl)c1. The rat oral LD50 is 2.25, given as -log10 of the dose in mol/kg body weight (higher means more acutely toxic). (2) The compound is Cc1cc(S(=O)(=O)O)c(N)cc1Cl. The rat oral LD50 is 1.26, given as -log10 of the dose in mol/kg body weight (higher means more acutely toxic). (3) The molecule is CC(C)OP(=S)(CCl)Sc1ccc(F)cc1. The rat oral LD50 is 3.88, given as -log10 of the dose in mol/kg body weight (higher means more acutely toxic). (4) The compound is CCOC(=O)CC. The rat oral LD50 is 1.07, given as -log10 of the dose in mol/kg body weight (higher means more acutely toxic). (5) The drug is CC1(C)C(C=C(Cl)Cl)C1C(=O)OC(C#N)c1cccc(Oc2ccccc2)c1. The rat oral LD50 is 3.77, given as -log10 of the dose in mol/kg body weight (higher means more acutely toxic).